Dataset: Full USPTO retrosynthesis dataset with 1.9M reactions from patents (1976-2016). Task: Predict the reactants needed to synthesize the given product. (1) Given the product [OH2:19].[S:39]([C:36]1[CH:37]=[CH:38][C:33]([CH3:32])=[CH:34][CH:35]=1)([OH:42])(=[O:41])=[O:40].[CH3:4][N:5]([CH2:21][C:22]1[O:23][C:24]2[CH:31]=[CH:30][CH:29]=[CH:28][C:25]=2[C:26]=1[CH3:27])[C:6](=[O:20])/[CH:7]=[CH:8]/[C:9]1[CH:10]=[N:11][C:12]2[NH:13][C:14](=[O:19])[CH2:15][CH2:16][C:17]=2[CH:18]=1, predict the reactants needed to synthesize it. The reactants are: C(Cl)Cl.[CH3:4][N:5]([CH2:21][C:22]1[O:23][C:24]2[CH:31]=[CH:30][CH:29]=[CH:28][C:25]=2[C:26]=1[CH3:27])[C:6](=[O:20])/[CH:7]=[CH:8]/[C:9]1[CH:10]=[N:11][C:12]2[NH:13][C:14](=[O:19])[CH2:15][CH2:16][C:17]=2[CH:18]=1.[CH3:32][C:33]1[CH:34]=[CH:35][C:36]([S:39]([OH:42])(=[O:41])=[O:40])=[CH:37][CH:38]=1.O.O. (2) Given the product [F:7][C:8]1[CH:9]=[CH:10][C:11]([CH2:14][CH2:15][C:16]2[CH:17]=[CH:18][C:19]([CH2:20][OH:21])=[CH:24][CH:25]=2)=[CH:12][CH:13]=1, predict the reactants needed to synthesize it. The reactants are: [H-].[Al+3].[Li+].[H-].[H-].[H-].[F:7][C:8]1[CH:13]=[CH:12][C:11]([CH2:14][CH2:15][C:16]2[CH:25]=[CH:24][C:19]([C:20](OC)=[O:21])=[CH:18][CH:17]=2)=[CH:10][CH:9]=1.Cl.C(OCC)(=O)C. (3) The reactants are: [Br:1][C:2]1[CH:7]=[C:6]([NH:8][C:9]([O:11][CH3:12])=[O:10])[CH:5]=[CH:4][C:3]=1[C:13]1[N:14]=[C:15]([CH:18]2[CH:23]([C:24]3[CH:29]=[CH:28][CH:27]=[CH:26][CH:25]=3)[CH2:22][CH2:21][CH2:20][N:19]2C(OC(C)(C)C)=O)[NH:16][CH:17]=1.C(O)(C(F)(F)F)=O. Given the product [Br:1][C:2]1[CH:7]=[C:6]([NH:8][C:9](=[O:10])[O:11][CH3:12])[CH:5]=[CH:4][C:3]=1[C:13]1[N:14]=[C:15]([CH:18]2[CH:23]([C:24]3[CH:29]=[CH:28][CH:27]=[CH:26][CH:25]=3)[CH2:22][CH2:21][CH2:20][NH:19]2)[NH:16][CH:17]=1, predict the reactants needed to synthesize it. (4) Given the product [Cl:17][C:6]1[C:7]2[CH:13]=[C:12]([OH:14])[C:11]([O:15][CH3:16])=[CH:10][C:8]=2[S:9][C:5]=1[C:3]([OH:4])=[O:2], predict the reactants needed to synthesize it. The reactants are: C[O:2][C:3]([C:5]1[S:9][C:8]2[CH:10]=[C:11]([O:15][CH3:16])[C:12]([OH:14])=[CH:13][C:7]=2[C:6]=1[Cl:17])=[O:4].[OH-].[Na+]. (5) Given the product [NH:26]1[CH:27]=[N:28][C:24]([C:21]2[CH:20]=[CH:19][C:18]([C:17]3[CH:16]=[N:15][N:12]4[CH:13]=[CH:14][C:9]([N:4]5[C@@H:3]([CH2:1][CH3:2])[CH2:7][O:6][C:5]5=[O:8])=[N:10][C:11]=34)=[CH:23][CH:22]=2)=[N:25]1, predict the reactants needed to synthesize it. The reactants are: [CH2:1]([C@H:3]1[CH2:7][O:6][C:5](=[O:8])[N:4]1[C:9]1[CH:14]=[CH:13][N:12]2[N:15]=[CH:16][C:17]([C:18]3[CH:23]=[CH:22][C:21]([C:24]4[N:28]=[CH:27][N:26](COCC[Si](C)(C)C)[N:25]=4)=[CH:20][CH:19]=3)=[C:11]2[N:10]=1)[CH3:2].FC(F)(F)C(O)=O.